Dataset: Reaction yield outcomes from USPTO patents with 853,638 reactions. Task: Predict the reaction yield, written as a fraction of the theoretical maximum amount of product (1.0 means a 100% yield; for example, 0.34 means a 34% yield). (1) The reactants are [NH4+].[N:2]#[C:3][S-:4].[N+:5]([C:8]1[CH:9]=[C:10]([CH:12]=[CH:13][CH:14]=1)[NH2:11])([O-:7])=[O:6]. The catalyst is Cl.O. The product is [N+:5]([C:8]1[CH:9]=[C:10]([NH:11][C:3]([NH2:2])=[S:4])[CH:12]=[CH:13][CH:14]=1)([O-:7])=[O:6]. The yield is 0.0600. (2) The reactants are [CH2:1]([O:3][C:4](=[O:25])[CH2:5][C:6]([N:8]1[CH2:14][CH2:13][CH2:12][N:11](C(OCC2C=CC=CC=2)=O)[CH2:10][CH2:9]1)=[O:7])[CH3:2]. The catalyst is CCO.[Pd]. The product is [N:8]1([C:6](=[O:7])[CH2:5][C:4]([O:3][CH2:1][CH3:2])=[O:25])[CH2:14][CH2:13][CH2:12][NH:11][CH2:10][CH2:9]1. The yield is 0.980. (3) The reactants are [CH3:1][C:2]([CH3:34])([CH3:33])[CH2:3][CH2:4][N:5]1[C:10](=[O:11])[C:9]([C:12]2[NH:17][C:16]3[CH:18]=[CH:19][C:20]([NH:22][S:23]([CH3:26])(=[O:25])=[O:24])=[CH:21][C:15]=3[S:14](=[O:28])(=[O:27])[N:13]=2)=[C:8]([OH:29])[CH:7]2[CH2:30][CH2:31][CH2:32][N:6]12.[C:35](=O)([O-])[O-].[K+].[K+].IC. The catalyst is CN(C)C=O. The product is [CH3:1][C:2]([CH3:34])([CH3:33])[CH2:3][CH2:4][N:5]1[C:10](=[O:11])[C:9]([C:12]2[NH:17][C:16]3[CH:18]=[CH:19][C:20]([N:22]([CH3:35])[S:23]([CH3:26])(=[O:25])=[O:24])=[CH:21][C:15]=3[S:14](=[O:28])(=[O:27])[N:13]=2)=[C:8]([OH:29])[CH:7]2[CH2:30][CH2:31][CH2:32][N:6]12. The yield is 0.380. (4) The reactants are [F:1][CH:2]([F:22])[C:3]1[NH:7][C:6]2[C:8]([C:18]([O:20][CH3:21])=[O:19])=[CH:9][C:10]([N:12]3[CH2:17][CH2:16][O:15][CH2:14][CH2:13]3)=[CH:11][C:5]=2[N:4]=1.C([O-])([O-])=O.[K+].[K+].Br[CH2:30][C:31]1[CH:36]=[CH:35][CH:34]=[C:33]([C:37]([F:40])([F:39])[F:38])[C:32]=1[CH3:41]. The catalyst is CN(C=O)C. The product is [F:22][CH:2]([F:1])[C:3]1[N:4]([CH2:30][C:31]2[CH:36]=[CH:35][CH:34]=[C:33]([C:37]([F:38])([F:39])[F:40])[C:32]=2[CH3:41])[C:5]2[CH:11]=[C:10]([N:12]3[CH2:17][CH2:16][O:15][CH2:14][CH2:13]3)[CH:9]=[C:8]([C:18]([O:20][CH3:21])=[O:19])[C:6]=2[N:7]=1. The yield is 0.980.